From a dataset of Full USPTO retrosynthesis dataset with 1.9M reactions from patents (1976-2016). Predict the reactants needed to synthesize the given product. The reactants are: [F:1][CH:2]([F:32])[C:3]1[N:7]([C:8]2[CH:13]=[C:12]([N:14]3[CH2:19][CH2:18][O:17][CH2:16][CH2:15]3)[N:11]=[C:10]([NH:20][CH2:21][CH:22]3[CH2:27][CH2:26][NH:25][CH2:24][CH2:23]3)[N:9]=2)[C:6]2[CH:28]=[CH:29][CH:30]=[CH:31][C:5]=2[N:4]=1.Br[C:34]1[CH:39]=[CH:38][CH:37]=[CH:36][CH:35]=1.C1(P(C2CCCCC2)C2C=CC=CC=2C2C(C(C)C)=CC(C(C)C)=CC=2C(C)C)CCCCC1.P([O-])([O-])([O-])=O.[K+].[K+].[K+]. Given the product [F:32][CH:2]([F:1])[C:3]1[N:7]([C:8]2[CH:13]=[C:12]([N:14]3[CH2:19][CH2:18][O:17][CH2:16][CH2:15]3)[N:11]=[C:10]([NH:20][CH2:21][CH:22]3[CH2:23][CH2:24][N:25]([C:34]4[CH:39]=[CH:38][CH:37]=[CH:36][CH:35]=4)[CH2:26][CH2:27]3)[N:9]=2)[C:6]2[CH:28]=[CH:29][CH:30]=[CH:31][C:5]=2[N:4]=1, predict the reactants needed to synthesize it.